From a dataset of Catalyst prediction with 721,799 reactions and 888 catalyst types from USPTO. Predict which catalyst facilitates the given reaction. (1) Product: [C:27]([O:26][C:24](=[O:25])[N:14]([CH2:13][C@H:9]([C:4]1[CH:5]=[CH:6][C:7]([Cl:8])=[C:2]([Cl:1])[CH:3]=1)[CH2:10][CH2:11][OH:12])[CH3:15])([CH3:28])([CH3:29])[CH3:30]. Reactant: [Cl:1][C:2]1[CH:3]=[C:4]([CH:9]([CH2:13][NH:14][CH3:15])[CH2:10][CH2:11][OH:12])[CH:5]=[CH:6][C:7]=1[Cl:8].[C:24](O[C:24]([O:26][C:27]([CH3:30])([CH3:29])[CH3:28])=[O:25])([O:26][C:27]([CH3:30])([CH3:29])[CH3:28])=[O:25]. The catalyst class is: 4. (2) Reactant: [NH2:1][CH:2]([C:15]1[CH:20]=[CH:19][N:18]=[C:17]([F:21])[CH:16]=1)[CH:3]([C:5]1[CH:10]=[CH:9][CH:8]=[C:7]([C:11]([F:14])([F:13])[F:12])[CH:6]=1)[OH:4].[C:22]1(=O)[CH2:26][CH2:25][CH2:24][CH2:23]1.[BH-](OC(C)=O)(OC(C)=O)OC(C)=O.[Na+].C([O-])(O)=O.[Na+]. Product: [F:21][C:17]1[CH:16]=[C:15]([CH:2]([NH:1][CH:22]2[CH2:26][CH2:25][CH2:24][CH2:23]2)[CH:3]([C:5]2[CH:10]=[CH:9][CH:8]=[C:7]([C:11]([F:12])([F:13])[F:14])[CH:6]=2)[OH:4])[CH:20]=[CH:19][N:18]=1. The catalyst class is: 26. (3) Reactant: I[C:2]1[CH:16]=[CH:15][C:5]([O:6][CH:7]2[CH:12]3[CH2:13][CH2:14][N:9]([CH2:10][CH2:11]3)[CH2:8]2)=[CH:4][CH:3]=1.C[Si]([C:21]#[CH:22])(C)C. Product: [C:21]([C:2]1[CH:16]=[CH:15][C:5]([O:6][CH:7]2[CH:12]3[CH2:13][CH2:14][N:9]([CH2:10][CH2:11]3)[CH2:8]2)=[CH:4][CH:3]=1)#[CH:22]. The catalyst class is: 128. (4) Reactant: [CH:1]([C:4]1[CH:9]=[CH:8][C:7]([S:10]([NH:13][C:14]2[CH:15]=[CH:16][C:17]3[CH2:26][C@@H:25]4[C@H:20]([CH2:21][CH2:22][CH2:23][N:24]4[C:27](=O)[CH2:28][CH3:29])[CH2:19][C:18]=3[CH:31]=2)(=[O:12])=[O:11])=[CH:6][CH:5]=1)([CH3:3])[CH3:2].B.O1CCCC1.Cl. Product: [CH:1]([C:4]1[CH:5]=[CH:6][C:7]([S:10]([NH:13][C:14]2[CH:15]=[CH:16][C:17]3[CH2:26][C@@H:25]4[C@H:20]([CH2:21][CH2:22][CH2:23][N:24]4[CH2:27][CH2:28][CH3:29])[CH2:19][C:18]=3[CH:31]=2)(=[O:12])=[O:11])=[CH:8][CH:9]=1)([CH3:3])[CH3:2]. The catalyst class is: 7. (5) Reactant: S(Cl)(Cl)=O.[C:5]([CH2:7][C:8]1[CH:9]=[C:10]([CH:14]=[CH:15][CH:16]=1)[C:11](O)=[O:12])#[N:6].[CH3:17][NH2:18]. Product: [C:5]([CH2:7][C:8]1[CH:9]=[C:10]([CH:14]=[CH:15][CH:16]=1)[C:11]([NH:18][CH3:17])=[O:12])#[N:6]. The catalyst class is: 4. (6) Reactant: [H-].[Na+].[Si:3]([O:10][C@H:11]([C:42]1[CH:47]=[CH:46][CH:45]=[CH:44][CH:43]=1)[C@H:12]1[CH2:16][CH2:15][C@@H:14]([CH2:17][C:18]2[CH:23]=[CH:22][C:21]([C:24](=[O:34])[NH:25][CH2:26][CH2:27][C:28]3[CH:33]=[CH:32][CH:31]=[CH:30][N:29]=3)=[CH:20][CH:19]=2)[N:13]1[C:35]([O:37][C:38]([CH3:41])([CH3:40])[CH3:39])=[O:36])([C:6]([CH3:9])([CH3:8])[CH3:7])([CH3:5])[CH3:4].I[CH3:49].O. Product: [Si:3]([O:10][C@H:11]([C:42]1[CH:43]=[CH:44][CH:45]=[CH:46][CH:47]=1)[C@H:12]1[CH2:16][CH2:15][C@@H:14]([CH2:17][C:18]2[CH:23]=[CH:22][C:21]([C:24](=[O:34])[N:25]([CH3:49])[CH2:26][CH2:27][C:28]3[CH:33]=[CH:32][CH:31]=[CH:30][N:29]=3)=[CH:20][CH:19]=2)[N:13]1[C:35]([O:37][C:38]([CH3:41])([CH3:39])[CH3:40])=[O:36])([C:6]([CH3:7])([CH3:8])[CH3:9])([CH3:4])[CH3:5]. The catalyst class is: 7. (7) Reactant: Cl.[Cl:2][C:3]1[C:8]([Cl:9])=[CH:7][CH:6]=[CH:5][C:4]=1[N:10]1[CH2:15][CH2:14][NH:13][CH2:12][CH2:11]1.[Br:16][C:17]1[CH:22]=[CH:21][CH:20]=[C:19]([CH2:23]Br)[CH:18]=1.C(N(CC)CC)C. Product: [Br:16][C:17]1[CH:18]=[C:19]([CH:20]=[CH:21][CH:22]=1)[CH2:23][N:13]1[CH2:14][CH2:15][N:10]([C:4]2[CH:5]=[CH:6][CH:7]=[C:8]([Cl:9])[C:3]=2[Cl:2])[CH2:11][CH2:12]1. The catalyst class is: 144. (8) Reactant: [C:1]1([CH:7]([C:29]2[CH:34]=[CH:33][CH:32]=[CH:31][CH:30]=2)[O:8][CH:9]2[CH2:14][CH2:13][N:12]([CH2:15][CH2:16][CH2:17][NH:18][C:19]3[CH:20]=[CH:21][C:22]4[N:23]([C:25](=[O:28])[NH:26][N:27]=4)[N:24]=3)[CH2:11][CH2:10]2)[CH:6]=[CH:5][CH:4]=[CH:3][CH:2]=1.[H-].[Na+].Br[C:38]([CH3:45])([CH3:44])[C:39]([O:41][CH2:42][CH3:43])=[O:40]. Product: [C:29]1([CH:7]([C:1]2[CH:6]=[CH:5][CH:4]=[CH:3][CH:2]=2)[O:8][CH:9]2[CH2:10][CH2:11][N:12]([CH2:15][CH2:16][CH2:17][NH:18][C:19]3[CH:20]=[CH:21][C:22]4[N:23]([C:25](=[O:28])[N:26]([C:38]([CH3:45])([CH3:44])[C:39]([O:41][CH2:42][CH3:43])=[O:40])[N:27]=4)[N:24]=3)[CH2:13][CH2:14]2)[CH:34]=[CH:33][CH:32]=[CH:31][CH:30]=1. The catalyst class is: 9. (9) The catalyst class is: 52. Reactant: [CH2:1]1[C:6]2([CH2:11][CH2:10][CH2:9][CH2:8][CH2:7]2)[CH2:5][C:4](=[O:12])[CH2:3][C:2]1=[O:13].[Br:14]Br. Product: [Br:14][CH:3]1[C:2](=[O:13])[CH2:1][C:6]2([CH2:11][CH2:10][CH2:9][CH2:8][CH2:7]2)[CH2:5][C:4]1=[O:12].